Dataset: Forward reaction prediction with 1.9M reactions from USPTO patents (1976-2016). Task: Predict the product of the given reaction. (1) Given the reactants [C:1]([O:5][C:6]([N:8]1[CH2:11][CH:10]([O:12][C:13]2[CH:18]=[C:17]([Cl:19])[CH:16]=[CH:15][C:14]=2[OH:20])[CH2:9]1)=[O:7])([CH3:4])([CH3:3])[CH3:2].[H-].[Na+].[Cl:23][C:24]1[CH:25]=[C:26]([CH2:30][CH2:31]OS(C)(=O)=O)[CH:27]=[CH:28][CH:29]=1, predict the reaction product. The product is: [C:1]([O:5][C:6]([N:8]1[CH2:9][CH:10]([O:12][C:13]2[CH:18]=[C:17]([Cl:19])[CH:16]=[CH:15][C:14]=2[O:20][CH2:31][CH2:30][C:26]2[CH:27]=[CH:28][CH:29]=[C:24]([Cl:23])[CH:25]=2)[CH2:11]1)=[O:7])([CH3:4])([CH3:2])[CH3:3]. (2) Given the reactants C(O[C:5](=[O:7])[CH3:6])(=O)C.[CH3:8][C:9]1[CH:10]=[C:11]([CH:13]=[C:14]([CH3:16])[CH:15]=1)[NH2:12].NC1C=CC=CC=1.[OH-].[Na+], predict the reaction product. The product is: [CH3:8][C:9]1[CH:10]=[C:11]([NH:12][C:5](=[O:7])[CH3:6])[CH:13]=[C:14]([CH3:16])[CH:15]=1. (3) The product is: [Br:1][C:2]1[CH:3]=[C:4]([NH:14][C:17](=[O:18])[O:19][C:20]([CH3:23])([CH3:22])[CH3:21])[C:5]([N:8]2[CH2:13][CH2:12][O:11][CH2:10][CH2:9]2)=[N:6][CH:7]=1. Given the reactants [Br:1][C:2]1[CH:3]=[C:4]([NH2:14])[C:5]([N:8]2[CH2:13][CH2:12][O:11][CH2:10][CH2:9]2)=[N:6][CH:7]=1.[H-].[Na+].[C:17](O[C:17]([O:19][C:20]([CH3:23])([CH3:22])[CH3:21])=[O:18])([O:19][C:20]([CH3:23])([CH3:22])[CH3:21])=[O:18], predict the reaction product. (4) Given the reactants [CH2:1]([O:3][C:4]1[C:5](/[C:16](/[CH2:21][CH3:22])=[C:17](/[F:20])\[CH2:18][OH:19])=[CH:6][C:7]2[CH:8]=[CH:9][CH2:10][C:11]([CH3:15])([CH3:14])[C:12]=2[CH:13]=1)[CH3:2].C[N+]1([O-])CCOCC1, predict the reaction product. The product is: [CH2:1]([O:3][C:4]1[C:5](/[C:16](/[CH2:21][CH3:22])=[C:17](/[F:20])\[CH:18]=[O:19])=[CH:6][C:7]2[CH:8]=[CH:9][CH2:10][C:11]([CH3:14])([CH3:15])[C:12]=2[CH:13]=1)[CH3:2]. (5) Given the reactants [ClH:1].CCOCC.[OH:7][C:8]1[CH:13]=[CH:12][CH:11]=[CH:10][C:9]=1[C:14]1[N:23]=[C:22]([N:24]2[CH2:28][CH2:27][C@@H:26]([NH:29][C:30](=[O:37])[O:31][C@H:32]3[CH2:36][CH2:35][O:34][CH2:33]3)[CH2:25]2)[C:21]2[C:16](=[CH:17][C:18]([CH3:38])=[CH:19][CH:20]=2)[N:15]=1, predict the reaction product. The product is: [ClH:1].[OH:7][C:8]1[CH:13]=[CH:12][CH:11]=[CH:10][C:9]=1[C:14]1[N:23]=[C:22]([N:24]2[CH2:28][CH2:27][C@@H:26]([NH:29][C:30](=[O:37])[O:31][C@H:32]3[CH2:36][CH2:35][O:34][CH2:33]3)[CH2:25]2)[C:21]2[C:16](=[CH:17][C:18]([CH3:38])=[CH:19][CH:20]=2)[N:15]=1.